From a dataset of Forward reaction prediction with 1.9M reactions from USPTO patents (1976-2016). Predict the product of the given reaction. (1) Given the reactants Cl.[Cl:2][CH2:3][CH2:4][C:5]1[C:10](=[O:11])[N:9]2[CH:12]=[CH:13][CH:14]=[C:15]([OH:16])[C:8]2=[N:7][C:6]=1[CH3:17].[H][H], predict the reaction product. The product is: [Cl:2][CH2:3][CH2:4][C:5]1[C:10](=[O:11])[N:9]2[CH2:12][CH2:13][CH2:14][CH:15]([OH:16])[C:8]2=[N:7][C:6]=1[CH3:17]. (2) Given the reactants [C:1]([O:5][C:6]([N:8]([CH3:38])[CH:9]([CH3:37])[C:10]([NH:12][CH:13]([CH:31]1[CH2:36][CH2:35][CH2:34][CH2:33][CH2:32]1)[C:14]([N:16]1[CH:23]2[CH:19]([N:20]([S:27]([CH3:30])(=[O:29])=[O:28])[CH2:21][CH:22]2[C:24]([OH:26])=O)[CH2:18][CH2:17]1)=[O:15])=[O:11])=[O:7])([CH3:4])([CH3:3])[CH3:2].CN(C(ON1N=NC2C=CC=NC1=2)=[N+](C)C)C.F[P-](F)(F)(F)(F)F.CCN(C(C)C)C(C)C.[C@H:72]1([NH2:82])[C:81]2[C:76](=[CH:77][CH:78]=[CH:79][CH:80]=2)[CH2:75][CH2:74][CH2:73]1, predict the reaction product. The product is: [C:1]([O:5][C:6](=[O:7])[N:8]([CH:9]([C:10](=[O:11])[NH:12][CH:13]([CH:31]1[CH2:32][CH2:33][CH2:34][CH2:35][CH2:36]1)[C:14]([N:16]1[CH2:17][CH2:18][CH:19]2[N:20]([S:27]([CH3:30])(=[O:28])=[O:29])[CH2:21][CH:22]([C:24](=[O:26])[NH:82][CH:72]3[C:81]4[C:76](=[CH:77][CH:78]=[CH:79][CH:80]=4)[CH2:75][CH2:74][CH2:73]3)[CH:23]12)=[O:15])[CH3:37])[CH3:38])([CH3:2])([CH3:4])[CH3:3]. (3) Given the reactants I[C:2]1[CH:3]=[C:4]2[C:9](=[CH:10][CH:11]=1)[N:8]([CH3:12])[C:7](=[O:13])[N:6]([CH2:14][C:15]1[CH:23]=[CH:22][C:18]([C:19]([OH:21])=[O:20])=[CH:17][CH:16]=1)[C:5]2=[O:24].C(N(C(C)C)CC)(C)C.[C:34]([Si:38]([CH3:50])([CH3:49])[O:39][C:40]1[CH:45]=[CH:44][C:43]([CH2:46][C:47]#[CH:48])=[CH:42][CH:41]=1)([CH3:37])([CH3:36])[CH3:35].O, predict the reaction product. The product is: [C:34]([Si:38]([CH3:50])([CH3:49])[O:39][C:40]1[CH:41]=[CH:42][C:43]([CH2:46][C:47]#[C:48][C:2]2[CH:3]=[C:4]3[C:9](=[CH:10][CH:11]=2)[N:8]([CH3:12])[C:7](=[O:13])[N:6]([CH2:14][C:15]2[CH:16]=[CH:17][C:18]([C:19]([OH:21])=[O:20])=[CH:22][CH:23]=2)[C:5]3=[O:24])=[CH:44][CH:45]=1)([CH3:37])([CH3:36])[CH3:35]. (4) Given the reactants [CH3:1][O:2][C:3]([N:5]1[C@@H:13]2[C@@H:8]([C@@:9]([OH:23])([C:14]#[C:15][C:16]3[CH:17]=[C:18]([CH3:22])[CH:19]=[CH:20][CH:21]=3)[CH2:10][CH2:11][CH2:12]2)[CH2:7][CH2:6]1)=[O:4].[C:24](O)(=[O:26])[CH3:25], predict the reaction product. The product is: [CH3:1][O:2][C:3]([N:5]1[C@H:13]2[C@H:8]([C@:9]([O:23][C:24](=[O:26])[CH3:25])([C:14]#[C:15][C:16]3[CH:17]=[C:18]([CH3:22])[CH:19]=[CH:20][CH:21]=3)[CH2:10][CH2:11][CH2:12]2)[CH2:7][CH2:6]1)=[O:4].